This data is from Catalyst prediction with 721,799 reactions and 888 catalyst types from USPTO. The task is: Predict which catalyst facilitates the given reaction. (1) Reactant: C([O:3][C:4](=[O:28])[CH2:5][CH:6]1[C:15]2[N:14]([CH2:16][C:17]3[CH:22]=[CH:21][C:20]([Cl:23])=[CH:19][CH:18]=3)[C:13]([C:24]([CH3:27])([CH3:26])[CH3:25])=[N:12][C:11]=2[CH2:10][CH2:9][CH2:8][CH2:7]1)C.[OH-].[Na+]. Product: [Cl:23][C:20]1[CH:19]=[CH:18][C:17]([CH2:16][N:14]2[C:15]3[CH:6]([CH2:5][C:4]([OH:28])=[O:3])[CH2:7][CH2:8][CH2:9][CH2:10][C:11]=3[N:12]=[C:13]2[C:24]([CH3:27])([CH3:26])[CH3:25])=[CH:22][CH:21]=1. The catalyst class is: 5. (2) Reactant: [CH2:1]([N:8]([CH2:16][CH2:17][C:18]1[CH:23]=[CH:22][C:21]([S:24]([C:27]2[CH:32]=[CH:31][C:30]([O:33][C:34]3[CH:39]=[CH:38][CH:37]=[CH:36][C:35]=3[CH:40]=[O:41])=[CH:29][CH:28]=2)(=[O:26])=[O:25])=[CH:20][CH:19]=1)[C:9](=[O:15])[O:10][C:11]([CH3:14])([CH3:13])[CH3:12])[C:2]1[CH:7]=[CH:6][CH:5]=[CH:4][CH:3]=1.P([O-])(O)(O)=[O:43].[Na+].OO.Cl([O-])=O.[Na+].S([O-])([O-])=O.[Na+].[Na+].Cl. Product: [CH2:1]([N:8]([C:9]([O:10][C:11]([CH3:12])([CH3:14])[CH3:13])=[O:15])[CH2:16][CH2:17][C:18]1[CH:23]=[CH:22][C:21]([S:24]([C:27]2[CH:28]=[CH:29][C:30]([O:33][C:34]3[CH:39]=[CH:38][CH:37]=[CH:36][C:35]=3[C:40]([OH:43])=[O:41])=[CH:31][CH:32]=2)(=[O:25])=[O:26])=[CH:20][CH:19]=1)[C:2]1[CH:3]=[CH:4][CH:5]=[CH:6][CH:7]=1. The catalyst class is: 47. (3) Reactant: [Cl:1][C:2]1[CH:3]=[C:4]([S:10]([NH2:13])(=[O:12])=[O:11])[CH:5]=[CH:6][C:7]=1[NH:8][NH2:9].Cl. Product: [ClH:1].[Cl:1][C:2]1[CH:3]=[C:4]([S:10]([NH2:13])(=[O:11])=[O:12])[CH:5]=[CH:6][C:7]=1[NH:8][NH2:9]. The catalyst class is: 8. (4) Reactant: [CH3:1][O:2][C:3]1[CH:4]=[C:5]2[C:10](=[CH:11][C:12]=1[O:13][CH3:14])[N:9]=[CH:8][N:7]=[C:6]2[O:15][C:16]1[CH:17]=[C:18]([CH:20]=[CH:21][CH:22]=1)[NH2:19].C(N(CC)C(C)C)(C)C.[CH3:32][O:33][CH2:34][CH2:35][O:36][C:37]1[CH:38]=[C:39]([NH:47][C:48](=O)[O:49]C2C=CC=CC=2)[CH:40]=[CH:41][C:42]=1[C:43]([F:46])([F:45])[F:44]. Product: [CH3:1][O:2][C:3]1[CH:4]=[C:5]2[C:10](=[CH:11][C:12]=1[O:13][CH3:14])[N:9]=[CH:8][N:7]=[C:6]2[O:15][C:16]1[CH:17]=[C:18]([NH:19][C:48]([NH:47][C:39]2[CH:40]=[CH:41][C:42]([C:43]([F:45])([F:46])[F:44])=[C:37]([O:36][CH2:35][CH2:34][O:33][CH3:32])[CH:38]=2)=[O:49])[CH:20]=[CH:21][CH:22]=1. The catalyst class is: 527.